From a dataset of Catalyst prediction with 721,799 reactions and 888 catalyst types from USPTO. Predict which catalyst facilitates the given reaction. (1) Reactant: [CH3:1][C:2]1[CH:7]=[C:6]([CH3:8])[CH:5]=[CH:4][C:3]=1[NH:9][CH2:10][CH:11]([CH3:13])[CH3:12].[N:14]1[NH:15][N:16]=[N:17][C:18]=1[C:19]1[CH:24]=[CH:23][C:22]([S:25](Cl)(=[O:27])=[O:26])=[CH:21][CH:20]=1. Product: [CH3:1][C:2]1[CH:7]=[C:6]([CH3:8])[CH:5]=[CH:4][C:3]=1[N:9]([CH2:10][CH:11]([CH3:13])[CH3:12])[S:25]([C:22]1[CH:21]=[CH:20][C:19]([C:18]2[N:14]=[N:15][NH:16][N:17]=2)=[CH:24][CH:23]=1)(=[O:27])=[O:26]. The catalyst class is: 17. (2) Reactant: [C:1]([C:5]1[CH:9]=[C:8]([NH2:10])[N:7]([C:11]2[CH:16]=[CH:15][C:14]([CH3:17])=[CH:13][CH:12]=2)[N:6]=1)([CH3:4])([CH3:3])[CH3:2].C1N=CN([C:23](N2C=NC=C2)=[O:24])C=1.[NH2:30][C:31]1[C:40]2[C:35](=[CH:36][CH:37]=[CH:38][CH:39]=2)[C:34]([O:41][CH:42]([CH3:58])[CH2:43][C:44]2[CH:49]=[CH:48][N:47]=[C:46]([NH:50][C:51](=[O:57])[O:52][C:53]([CH3:56])([CH3:55])[CH3:54])[CH:45]=2)=[CH:33][CH:32]=1. Product: [C:1]([C:5]1[CH:9]=[C:8]([NH:10][C:23](=[O:24])[NH:30][C:31]2[C:40]3[C:35](=[CH:36][CH:37]=[CH:38][CH:39]=3)[C:34]([O:41][CH:42]([CH3:58])[CH2:43][C:44]3[CH:49]=[CH:48][N:47]=[C:46]([NH:50][C:51](=[O:57])[O:52][C:53]([CH3:54])([CH3:56])[CH3:55])[CH:45]=3)=[CH:33][CH:32]=2)[N:7]([C:11]2[CH:12]=[CH:13][C:14]([CH3:17])=[CH:15][CH:16]=2)[N:6]=1)([CH3:4])([CH3:3])[CH3:2]. The catalyst class is: 2. (3) Reactant: [Br:1][C:2]1[CH:3]=[CH:4][C:5]([C:8]([OH:10])=O)=[N:6][CH:7]=1.Cl.[CH3:12][NH:13][O:14][CH3:15].CCN=C=NCCCN(C)C.O. Product: [Br:1][C:2]1[CH:3]=[CH:4][C:5]([C:8]([N:13]([O:14][CH3:15])[CH3:12])=[O:10])=[N:6][CH:7]=1. The catalyst class is: 2. (4) Reactant: [CH2:1]([N:8]([CH2:10][C:11]1[C:12]([C:43]([O:45][CH2:46][CH3:47])=[O:44])=[C:13]([N:28]([CH2:34][C:35]2[C:40]([F:41])=[CH:39][CH:38]=[CH:37][C:36]=2[F:42])[C:29]([O:31][CH2:32][CH3:33])=[O:30])[S:14][C:15]=1[C:16]1[CH:21]=[CH:20][C:19]([NH:22][C:23]([NH:25][O:26][CH3:27])=[O:24])=[CH:18][CH:17]=1)C)C1C=CC=CC=1.Cl. Product: [F:42][C:36]1[CH:37]=[CH:38][CH:39]=[C:40]([F:41])[C:35]=1[CH2:34][N:28]([C:29]([O:31][CH2:32][CH3:33])=[O:30])[C:13]1[S:14][C:15]([C:16]2[CH:17]=[CH:18][C:19]([NH:22][C:23]([NH:25][O:26][CH3:27])=[O:24])=[CH:20][CH:21]=2)=[C:11]([CH2:10][NH:8][CH3:1])[C:12]=1[C:43]([O:45][CH2:46][CH3:47])=[O:44]. The catalyst class is: 178. (5) The catalyst class is: 21. Reactant: [Cl:1][C:2]1[CH:25]=[C:24]([Cl:26])[CH:23]=[CH:22][C:3]=1[CH2:4][CH:5]1[CH2:9][CH2:8][N:7]([C@H:10]2[CH2:19][CH2:18][C:13]3(OCC[O:14]3)[CH2:12][C@H:11]2[CH3:20])[C:6]1=[O:21].CC1C=CC(S(O)(=O)=O)=CC=1. Product: [Cl:1][C:2]1[CH:25]=[C:24]([Cl:26])[CH:23]=[CH:22][C:3]=1[CH2:4][CH:5]1[CH2:9][CH2:8][N:7]([C@@H:10]2[CH2:19][CH2:18][C:13](=[O:14])[CH2:12][C@@H:11]2[CH3:20])[C:6]1=[O:21].